From a dataset of Full USPTO retrosynthesis dataset with 1.9M reactions from patents (1976-2016). Predict the reactants needed to synthesize the given product. (1) Given the product [Si:1]([O:8][O:9][CH2:10][C@H:11]1[O:15][C@@H:14]([N:16]2[CH:24]=[C:22]([CH2:23][Br:32])[C:20](=[O:21])[NH:19][C:17]2=[O:18])[CH2:13][CH2:12]1)([C:4]([CH3:7])([CH3:5])[CH3:6])([CH3:2])[CH3:3], predict the reactants needed to synthesize it. The reactants are: [Si:1]([O:8][O:9][CH2:10][C@H:11]1[O:15][C@@H:14]([N:16]2[CH:24]=[C:22]([CH3:23])[C:20](=[O:21])[NH:19][C:17]2=[O:18])[CH2:13][CH2:12]1)([C:4]([CH3:7])([CH3:6])[CH3:5])([CH3:3])[CH3:2].C1C(=O)N([Br:32])C(=O)C1. (2) Given the product [N:42]1[CH:41]=[CH:40][C:39]([CH2:38][NH:37][S:34]([C:30]2[CH:29]=[C:28]([NH:27][C:12]([C:11]3[CH:10]=[N:9][N:8]4[C:3]([C:2]([F:26])([F:25])[F:1])=[CH:4][C:5]([C:15]5[CH:20]=[CH:19][C:18]([C:21]([F:24])([F:22])[F:23])=[CH:17][CH:16]=5)=[N:6][C:7]=34)=[O:13])[CH:33]=[CH:32][CH:31]=2)(=[O:36])=[O:35])=[CH:44][CH:43]=1, predict the reactants needed to synthesize it. The reactants are: [F:1][C:2]([F:26])([F:25])[C:3]1[N:8]2[N:9]=[CH:10][C:11]([C:12](O)=[O:13])=[C:7]2[N:6]=[C:5]([C:15]2[CH:20]=[CH:19][C:18]([C:21]([F:24])([F:23])[F:22])=[CH:17][CH:16]=2)[CH:4]=1.[NH2:27][C:28]1[CH:29]=[C:30]([S:34]([NH:37][CH2:38][C:39]2[CH:44]=[CH:43][N:42]=[CH:41][CH:40]=2)(=[O:36])=[O:35])[CH:31]=[CH:32][CH:33]=1.